Dataset: Reaction yield outcomes from USPTO patents with 853,638 reactions. Task: Predict the reaction yield, written as a fraction of the theoretical maximum amount of product (1.0 means a 100% yield; for example, 0.34 means a 34% yield). The yield is 0.799. The catalyst is ClCCl. The product is [Cl:23][C:17]1[CH:18]=[C:19]([Cl:22])[CH:20]=[CH:21][C:16]=1[NH:15][C:14]([N:11]1[CH2:10][CH2:9][CH:8]([NH2:7])[CH2:13][CH2:12]1)=[O:24]. The reactants are C(OC(=O)[NH:7][CH:8]1[CH2:13][CH2:12][N:11]([C:14](=[O:24])[NH:15][C:16]2[CH:21]=[CH:20][C:19]([Cl:22])=[CH:18][C:17]=2[Cl:23])[CH2:10][CH2:9]1)(C)(C)C.Cl.O1CCOCC1.